From a dataset of Peptide-MHC class II binding affinity with 134,281 pairs from IEDB. Regression. Given a peptide amino acid sequence and an MHC pseudo amino acid sequence, predict their binding affinity value. This is MHC class II binding data. The peptide sequence is EFHLDGEVLSLDKLK. The MHC is DRB1_0101 with pseudo-sequence DRB1_0101. The binding affinity (normalized) is 0.683.